From a dataset of Reaction yield outcomes from USPTO patents with 853,638 reactions. Predict the reaction yield, written as a fraction of the theoretical maximum amount of product (1.0 means a 100% yield; for example, 0.34 means a 34% yield). (1) The product is [CH2:1]([O:3][C:4]1[CH:5]=[C:6]([CH:12]([N:17]2[C:21](=[O:22])[C:20]3=[CH:23][CH:24]=[CH:25][CH:26]=[C:19]3[C:18]2=[O:27])[CH2:13][C:14]([NH:29][OH:30])=[O:15])[CH:7]=[CH:8][C:9]=1[O:10][CH3:11])[CH3:2]. The catalyst is O1CCCC1. The reactants are [CH2:1]([O:3][C:4]1[CH:5]=[C:6]([CH:12]([N:17]2[C:21](=[O:22])[C:20]3=[CH:23][CH:24]=[CH:25][CH:26]=[C:19]3[C:18]2=[O:27])[CH2:13][C:14](O)=[O:15])[CH:7]=[CH:8][C:9]=1[O:10][CH3:11])[CH3:2].Cl.[NH2:29][OH:30]. The yield is 0.770. (2) The reactants are Br[C:2]1[CH:6]=[CH:5][S:4][CH:3]=1.[N:7]1[CH:12]=[CH:11][CH:10]=[C:9](B(O)O)[CH:8]=1.P([O-])([O-])([O-])=O.[K+].[K+].[K+].C(O)CCC. The catalyst is O. The product is [S:4]1[CH:5]=[CH:6][C:2]([C:9]2[CH:8]=[N:7][CH:12]=[CH:11][CH:10]=2)=[CH:3]1. The yield is 1.00. (3) The reactants are [CH:1](=[N:3]/[OH:4])\[CH3:2].[CH3:5][C:6]([NH2:10])([C:8]#[CH:9])[CH3:7].C(N(CC)CC)C.Cl[O-].[Na+]. The catalyst is C(Cl)Cl. The product is [CH3:5][C:6]([NH2:10])([C:8]1[O:4][N:3]=[C:1]([CH3:2])[CH:9]=1)[CH3:7]. The yield is 0.0420. (4) The catalyst is C(OCCO)C. The reactants are Cl[C:2]1[C:3]2[CH:4]=[C:5]3[CH:17]=[C:16]([O:18][CH3:19])[C:15]([O:20][CH2:21][CH2:22][Cl:23])=[CH:14][C:6]3=[N:7][C:8]=2[N:9]=[CH:10][C:11]=1[C:12]#[N:13].[Cl:24][C:25]1[CH:31]=[C:30]([Cl:32])[C:29]([O:33][CH3:34])=[CH:28][C:26]=1[NH2:27]. The yield is 0.410. The product is [Cl:23][CH2:22][CH2:21][O:20][C:15]1[C:16]([O:18][CH3:19])=[CH:17][C:5]2[C:6]([CH:14]=1)=[N:7][C:8]1[N:9]=[CH:10][C:11]([C:12]#[N:13])=[C:2]([NH:27][C:26]3[CH:28]=[C:29]([O:33][CH3:34])[C:30]([Cl:32])=[CH:31][C:25]=3[Cl:24])[C:3]=1[CH:4]=2. (5) The reactants are [CH3:1][C:2]1[C:16](=[O:17])[N:15]=[C:14]2[N:4]([C@@H:5]3[O:9][C@H:8]([CH2:10][OH:11])[C@@H:7]([OH:12])[C@@H:6]3[O:13]2)[CH:3]=1.[CH3:18][O:19][CH2:20][CH2:21][O:22]B([O:22][CH2:21][CH2:20][O:19][CH3:18])[O:22][CH2:21][CH2:20][O:19][CH3:18]. The catalyst is COCCO. The product is [CH3:18][O:19][CH2:20][CH2:21][O:22][C@@H:6]1[C@H:7]([OH:12])[C@@H:8]([CH2:10][OH:11])[O:9][C@H:5]1[N:4]1[CH:3]=[C:2]([CH3:1])[C:16](=[O:17])[NH:15][C:14]1=[O:13]. The yield is 0.630. (6) No catalyst specified. The reactants are [O:1]1[C:5]([C:6](=[S:8])[NH2:7])=[CH:4][N:3]=[CH:2]1.Br[CH2:10][C:11](=O)[C:12]([O:14][CH2:15][CH3:16])=[O:13]. The product is [O:1]1[C:5]([C:6]2[S:8][CH:10]=[C:11]([C:12]([O:14][CH2:15][CH3:16])=[O:13])[N:7]=2)=[CH:4][N:3]=[CH:2]1. The yield is 0.220. (7) The reactants are [Cl-].O[NH3+:3].[C:4](=[O:7])([O-])[OH:5].[Na+].CS(C)=O.[O:13]1[C:17]2[CH:18]=[CH:19][C:20]([N:22]3[C:27](=[O:28])[C:26]([CH2:29][C:30]4[CH:35]=[CH:34][C:33]([C:36]5[C:37]([C:42]#[N:43])=[CH:38][CH:39]=[CH:40][CH:41]=5)=[CH:32][C:31]=4[F:44])=[C:25]([CH2:45][CH2:46][CH3:47])[N:24]=[C:23]3[CH3:48])=[CH:21][C:16]=2[CH2:15][CH2:14]1. The catalyst is O.C(OCC)(=O)C. The product is [O:13]1[C:17]2[CH:18]=[CH:19][C:20]([N:22]3[C:27](=[O:28])[C:26]([CH2:29][C:30]4[CH:35]=[CH:34][C:33]([C:36]5[CH:41]=[CH:40][CH:39]=[CH:38][C:37]=5[C:42]5[NH:3][C:4](=[O:7])[O:5][N:43]=5)=[CH:32][C:31]=4[F:44])=[C:25]([CH2:45][CH2:46][CH3:47])[N:24]=[C:23]3[CH3:48])=[CH:21][C:16]=2[CH2:15][CH2:14]1. The yield is 0.480. (8) The reactants are [Cl:1][C:2]1[C:24]([Cl:25])=[CH:23][CH:22]=[CH:21][C:3]=1[CH2:4][N:5]1[C:9]([CH2:10][CH2:11][C:12](OCC)=[O:13])=[CH:8][C:7]([O:17][CH:18]([CH3:20])[CH3:19])=[N:6]1.[H-].C([Al+]CC(C)C)C(C)C.CO.[C@H](O)(C([O-])=O)[C@@H](O)C([O-])=O.[Na+].[K+]. The catalyst is O1CCCC1.C1(C)C=CC=CC=1. The product is [Cl:1][C:2]1[C:24]([Cl:25])=[CH:23][CH:22]=[CH:21][C:3]=1[CH2:4][N:5]1[C:9]([CH2:10][CH2:11][CH2:12][OH:13])=[CH:8][C:7]([O:17][CH:18]([CH3:20])[CH3:19])=[N:6]1. The yield is 0.730. (9) The reactants are [CH3:1][O:2][C:3](=[O:41])[C:4]1[CH:9]=[C:8]([CH:10]2[CH2:15][CH2:14][CH2:13][CH2:12][CH2:11]2)[C:7]([C:16]2[CH:17]=[C:18]3[C:23](=[CH:24][CH:25]=2)[N:22]=[C:21]([C:26]2[S:30][C:29]([CH3:31])=[N:28][C:27]=2[CH3:32])[CH:20]=[CH:19]3)=[C:6]([CH2:33][C:34](OC(C)(C)C)=[O:35])[CH:5]=1.[C:42]([OH:48])([C:44](F)(F)F)=O.C1(OC)C=CC=CC=1.CN(C(O[N:65]1N=N[C:67]2C=CC=N[C:66]1=2)=[N+](C)C)C.F[P-](F)(F)(F)(F)F.C(N(C(C)C)CC)(C)C.N1CCOCC1. The catalyst is CN(C=O)C. The product is [CH3:1][O:2][C:3](=[O:41])[C:4]1[CH:5]=[C:6]([CH2:33][C:34]([N:65]2[CH2:44][CH2:42][O:48][CH2:67][CH2:66]2)=[O:35])[C:7]([C:16]2[CH:17]=[C:18]3[C:23](=[CH:24][CH:25]=2)[N:22]=[C:21]([C:26]2[S:30][C:29]([CH3:31])=[N:28][C:27]=2[CH3:32])[CH:20]=[CH:19]3)=[C:8]([CH:10]2[CH2:11][CH2:12][CH2:13][CH2:14][CH2:15]2)[CH:9]=1. The yield is 0.940. (10) The reactants are [NH:1]([C:3]1[CH:8]=[C:7]([C:9]#[N:10])[CH:6]=[CH:5][N:4]=1)[NH2:2].O=[C:12]([CH2:19][C:20]1[CH:25]=[CH:24][CH:23]=[CH:22][CH:21]=1)[CH2:13][C:14](OCC)=[O:15]. No catalyst specified. The product is [CH2:19]([C:12]1[CH:13]=[C:14]([OH:15])[N:1]([C:3]2[CH:8]=[C:7]([C:9]#[N:10])[CH:6]=[CH:5][N:4]=2)[N:2]=1)[C:20]1[CH:25]=[CH:24][CH:23]=[CH:22][CH:21]=1. The yield is 0.530.